This data is from Reaction yield outcomes from USPTO patents with 853,638 reactions. The task is: Predict the reaction yield, written as a fraction of the theoretical maximum amount of product (1.0 means a 100% yield; for example, 0.34 means a 34% yield). (1) The reactants are [N:1]#[C:2][C@@H:3]([C:5]([O:7][CH2:8][CH3:9])=[O:6])[NH2:4].C(OC(O[CH2:18][CH3:19])OCC)C.[CH2:20]([NH2:22])C. The catalyst is CC#N.Cl.C(OCC)(=O)C. The product is [NH2:1][C:2]1[N:22]([CH2:18][CH3:19])[CH:20]=[N:4][C:3]=1[C:5]([O:7][CH2:8][CH3:9])=[O:6]. The yield is 0.360. (2) No catalyst specified. The yield is 0.930. The product is [Br:1][C:2]1[CH:7]=[C:6]([F:8])[CH:5]=[CH:4][C:3]=1[O:9][CH:11]1[CH2:15][CH2:14][CH2:13][CH2:12]1. The reactants are [Br:1][C:2]1[CH:7]=[C:6]([F:8])[CH:5]=[CH:4][C:3]=1[OH:9].Br[CH:11]1[CH2:15][CH2:14][CH2:13][CH2:12]1.C([O-])([O-])=O.[Cs+].[Cs+]. (3) The yield is 0.550. The product is [CH:1]1([C:6]2[O:10][N:9]=[C:8]([C:11]([O:13][CH2:14][CH3:15])=[O:12])[C:7]=2[N+:16]([O-:18])=[O:17])[CH2:2][CH2:3][CH2:4][CH2:5]1. The catalyst is S(=O)(=O)(O)O. The reactants are [CH:1]1([C:6]2[O:10][N:9]=[C:8]([C:11]([O:13][CH2:14][CH3:15])=[O:12])[CH:7]=2)[CH2:5][CH2:4][CH2:3][CH2:2]1.[N+:16]([O-])([OH:18])=[O:17].